Dataset: Forward reaction prediction with 1.9M reactions from USPTO patents (1976-2016). Task: Predict the product of the given reaction. (1) Given the reactants C(OC([NH:8][C@@H:9]([C:13]([CH3:16])([CH3:15])[CH3:14])[C:10]([OH:12])=O)=O)(C)(C)C.[N:17]1[CH:22]=[CH:21][CH:20]=[CH:19][C:18]=1[NH2:23].CCN(C(C)C)C(C)C.CN(C(ON1N=NC2C=CC=NC1=2)=[N+](C)C)C.F[P-](F)(F)(F)(F)F.Cl, predict the reaction product. The product is: [NH2:8][C@@H:9]([C:13]([CH3:14])([CH3:15])[CH3:16])[C:10]([NH:23][C:18]1[CH:19]=[CH:20][CH:21]=[CH:22][N:17]=1)=[O:12]. (2) Given the reactants [CH2:1]([O:3][C:4]1([CH3:11])[O:9][CH2:8][C:7](=[O:10])[CH2:6][O:5]1)C.[C:12]1([CH3:34])[CH:17]=[CH:16][C:15]([N:18]([C:27]2[CH:32]=[CH:31][C:30]([CH3:33])=[CH:29][CH:28]=2)[C:19]2[CH:20]=[C:21]([CH:24]=[CH:25][CH:26]=2)[CH:22]=O)=[CH:14][CH:13]=1, predict the reaction product. The product is: [C:12]1([CH3:34])[CH:17]=[CH:16][C:15]([N:18]([C:27]2[CH:32]=[CH:31][C:30]([CH3:33])=[CH:29][CH:28]=2)[C:19]2[CH:20]=[C:21](/[CH:22]=[C:6]3\[O:5][C:4]([O:3][CH3:1])([CH3:11])[O:9]/[C:8](=[CH:22]\[C:21]4[CH:24]=[CH:25][CH:26]=[C:19]([N:18]([C:27]5[CH:28]=[CH:29][C:30]([CH3:33])=[CH:31][CH:32]=5)[C:15]5[CH:16]=[CH:17][C:12]([CH3:34])=[CH:13][CH:14]=5)[CH:20]=4)/[C:7]\3=[O:10])[CH:24]=[CH:25][CH:26]=2)=[CH:14][CH:13]=1. (3) Given the reactants [Cl:1][C:2]1[CH:7]=[CH:6][CH:5]=[C:4]([Cl:8])[C:3]=1[CH2:9][OH:10].[H-].[Na+].Br[C:14]1[C:15]([NH2:21])=[N:16][CH:17]=[C:18]([Br:20])[N:19]=1, predict the reaction product. The product is: [Br:20][C:18]1[N:19]=[C:14]([O:10][CH2:9][C:3]2[C:2]([Cl:1])=[CH:7][CH:6]=[CH:5][C:4]=2[Cl:8])[C:15]([NH2:21])=[N:16][CH:17]=1. (4) Given the reactants [Br:1][C:2]1[C:10]2[C:5](=[CH:6][C:7]([N+:13]([O-:15])=[O:14])=[C:8]([CH2:11]Br)[CH:9]=2)[N:4]([C:16]([C:29]2[CH:34]=[CH:33][CH:32]=[CH:31][CH:30]=2)([C:23]2[CH:28]=[CH:27][CH:26]=[CH:25][CH:24]=2)[C:17]2[CH:22]=[CH:21][CH:20]=[CH:19][CH:18]=2)[N:3]=1.[NH2:35][C@@H:36]1[CH2:41][CH2:40][CH2:39][N:38]([C:42]([O:44][C:45]([CH3:48])([CH3:47])[CH3:46])=[O:43])[CH2:37]1, predict the reaction product. The product is: [Br:1][C:2]1[C:10]2[C:5](=[CH:6][C:7]([N+:13]([O-:15])=[O:14])=[C:8]([CH2:11][NH:35][C@@H:36]3[CH2:41][CH2:40][CH2:39][N:38]([C:42]([O:44][C:45]([CH3:48])([CH3:47])[CH3:46])=[O:43])[CH2:37]3)[CH:9]=2)[N:4]([C:16]([C:17]2[CH:22]=[CH:21][CH:20]=[CH:19][CH:18]=2)([C:23]2[CH:24]=[CH:25][CH:26]=[CH:27][CH:28]=2)[C:29]2[CH:34]=[CH:33][CH:32]=[CH:31][CH:30]=2)[N:3]=1. (5) Given the reactants [C:1]1([C:8]2[CH:13]=[CH:12][CH:11]=[CH:10][CH:9]=2)[C:2]([NH2:7])=[CH:3][CH:4]=[CH:5][CH:6]=1.[S:14]1[CH:18]=[CH:17][CH:16]=[C:15]1[S:19](Cl)(=[O:21])=[O:20].Br[CH2:24][C:25](OCC)=[O:26], predict the reaction product. The product is: [S:14]1[CH:18]=[CH:17][CH:16]=[C:15]1[S:19]([N:7]1[CH2:24][C:25](=[O:26])[C:13]2[CH:12]=[CH:11][CH:10]=[CH:9][C:8]=2[C:1]2[CH:6]=[CH:5][CH:4]=[CH:3][C:2]1=2)(=[O:21])=[O:20]. (6) Given the reactants COC(=O)C(NC1C=C([Cl:16])C=C(Cl)C=1OCC1C=CC=CC=1)=CC([O-])=O.C[O:28][C:29]([C:31]1[CH:40]=[C:39]([O:41]CC2C=CC=CC=2)[C:38]2[C:33](=[C:34]([N:49]([C:51]3[CH:56]=[CH:55][CH:54]=[CH:53][CH:52]=3)[CH3:50])[CH:35]=[CH:36][CH:37]=2)[N:32]=1)=[O:30], predict the reaction product. The product is: [ClH:16].[C:51]1([N:49]([CH3:50])[C:34]2[CH:35]=[CH:36][CH:37]=[C:38]3[C:33]=2[N:32]=[C:31]([C:29]([OH:30])=[O:28])[CH:40]=[C:39]3[OH:41])[CH:52]=[CH:53][CH:54]=[CH:55][CH:56]=1. (7) Given the reactants [C:1]1([CH2:11]O)[C:10]2[C:5](=[CH:6][CH:7]=[CH:8][CH:9]=2)[CH:4]=[CH:3][CH:2]=1.N1C=CC=CC=1.P(Br)(Br)[Br:20], predict the reaction product. The product is: [Br:20][CH2:11][C:1]1[C:10]2[C:5](=[CH:6][CH:7]=[CH:8][CH:9]=2)[CH:4]=[CH:3][CH:2]=1.